This data is from Full USPTO retrosynthesis dataset with 1.9M reactions from patents (1976-2016). The task is: Predict the reactants needed to synthesize the given product. (1) Given the product [CH3:26][O:27][C:28](=[O:46])[C@@H:29]([NH:45][C:18]([C:12]1[N:13]=[CH:14][C:15]2[C:10]([CH:11]=1)=[CH:9][C:8]([O:7][C:6]1[CH:5]=[CH:4][C:3]([C:2]([F:24])([F:23])[F:1])=[CH:22][CH:21]=1)=[CH:17][CH:16]=2)=[O:20])[CH2:30][C:31]1[CH:36]=[CH:35][C:34]([C:37]2[CH:42]=[CH:41][C:40]([F:43])=[C:39]([Cl:44])[CH:38]=2)=[CH:33][CH:32]=1, predict the reactants needed to synthesize it. The reactants are: [F:1][C:2]([F:24])([F:23])[C:3]1[CH:22]=[CH:21][C:6]([O:7][C:8]2[CH:9]=[C:10]3[C:15](=[CH:16][CH:17]=2)[CH:14]=[N:13][C:12]([C:18]([OH:20])=O)=[CH:11]3)=[CH:5][CH:4]=1.Cl.[CH3:26][O:27][C:28](=[O:46])[C@@H:29]([NH2:45])[CH2:30][C:31]1[CH:36]=[CH:35][C:34]([C:37]2[CH:42]=[CH:41][C:40]([F:43])=[C:39]([Cl:44])[CH:38]=2)=[CH:33][CH:32]=1.CN(C(ON1N=NC2C=CC=CC1=2)=[N+](C)C)C.F[P-](F)(F)(F)(F)F.CCN(C(C)C)C(C)C. (2) Given the product [CH3:10][C:9]([NH2:11])([CH3:14])[CH2:8][C:5]1[CH:6]=[CH:7][C:2]([O:19][CH3:17])=[CH:3][CH:4]=1, predict the reactants needed to synthesize it. The reactants are: C[C:2]1[CH:7]=[CH:6][C:5]([CH2:8][C:9]([CH3:14])([N+:11]([O-])=O)[CH3:10])=[CH:4][CH:3]=1.[H][H].[CH2:17]([OH:19])C. (3) Given the product [Cl:1][C:2]1[N:7]=[C:6]([C:8]([NH:35][NH2:36])=[O:9])[C:5]2[C:11]([O:33][CH3:34])=[N:12][N:13]([C:14]([C:15]3[CH:16]=[CH:17][CH:18]=[CH:19][CH:20]=3)([C:27]3[CH:28]=[CH:29][CH:30]=[CH:31][CH:32]=3)[C:21]3[CH:26]=[CH:25][CH:24]=[CH:23][CH:22]=3)[C:4]=2[CH:3]=1, predict the reactants needed to synthesize it. The reactants are: [Cl:1][C:2]1[N:7]=[C:6]([C:8](Cl)=[O:9])[C:5]2[C:11]([O:33][CH3:34])=[N:12][N:13]([C:14]([C:27]3[CH:32]=[CH:31][CH:30]=[CH:29][CH:28]=3)([C:21]3[CH:26]=[CH:25][CH:24]=[CH:23][CH:22]=3)[C:15]3[CH:20]=[CH:19][CH:18]=[CH:17][CH:16]=3)[C:4]=2[CH:3]=1.[NH2:35][NH2:36]. (4) Given the product [ClH:25].[NH:15]1[CH2:16][CH2:17][C@@H:13]([O:12][C:9]2[CH:10]=[CH:11][C:5]3[O:4][CH2:3][C:2](=[O:1])[NH:7][C:6]=3[CH:8]=2)[CH2:14]1, predict the reactants needed to synthesize it. The reactants are: [O:1]=[C:2]1[NH:7][C:6]2[CH:8]=[C:9]([O:12][C@@H:13]3[CH2:17][CH2:16][N:15](C(OC(C)(C)C)=O)[CH2:14]3)[CH:10]=[CH:11][C:5]=2[O:4][CH2:3]1.[ClH:25].CCO. (5) Given the product [C:1]([NH:8][C:9]1[S:10][CH:11]=[C:12]([CH2:14][OH:15])[N:13]=1)([O:3][C:4]([CH3:7])([CH3:6])[CH3:5])=[O:2], predict the reactants needed to synthesize it. The reactants are: [C:1]([NH:8][C:9]1[S:10][CH:11]=[C:12]([C:14](OCC)=[O:15])[N:13]=1)([O:3][C:4]([CH3:7])([CH3:6])[CH3:5])=[O:2].CC(C[AlH]CC(C)C)C. (6) Given the product [CH3:19][O:1][CH2:2][CH:3]1[CH2:8][CH2:7][N:6]([C:9]([O:11][C:12]([CH3:15])([CH3:14])[CH3:13])=[O:10])[CH2:5][CH2:4]1, predict the reactants needed to synthesize it. The reactants are: [OH:1][CH2:2][CH:3]1[CH2:8][CH2:7][N:6]([C:9]([O:11][C:12]([CH3:15])([CH3:14])[CH3:13])=[O:10])[CH2:5][CH2:4]1.[H-].[Na+].I[CH3:19].